Dataset: Forward reaction prediction with 1.9M reactions from USPTO patents (1976-2016). Task: Predict the product of the given reaction. (1) Given the reactants C([NH:5][S:6]([C:9]1[S:10][C:11]([C:14]2[N:15]=[CH:16][N:17]([C:19]3[N:24]=[C:23]([C:25]4[CH:30]=[CH:29][CH:28]=[C:27]([Cl:31])[CH:26]=4)[CH:22]=[C:21]([C:32]([F:35])([F:34])[F:33])[N:20]=3)[CH:18]=2)=[CH:12][CH:13]=1)(=[O:8])=[O:7])(C)(C)C.C(O)(C(F)(F)F)=O, predict the reaction product. The product is: [Cl:31][C:27]1[CH:26]=[C:25]([C:23]2[CH:22]=[C:21]([C:32]([F:34])([F:33])[F:35])[N:20]=[C:19]([N:17]3[CH:18]=[C:14]([C:11]4[S:10][C:9]([S:6]([NH2:5])(=[O:8])=[O:7])=[CH:13][CH:12]=4)[N:15]=[CH:16]3)[N:24]=2)[CH:30]=[CH:29][CH:28]=1. (2) Given the reactants [S:1]1[CH:5]=[CH:4][CH:3]=[C:2]1[S:6]([C:9]1[CH:16]=[CH:15][CH:14]=[CH:13][C:10]=1[CH:11]=O)(=[O:8])=[O:7].[CH3:17][O:18][C:19](=[O:32])[CH2:20][N:21]1[C:29]2[C:24](=[CH:25][C:26]([F:30])=[CH:27][CH:28]=2)[CH:23]=[C:22]1[CH3:31], predict the reaction product. The product is: [CH3:17][O:18][C:19](=[O:32])[CH2:20][N:21]1[C:29]2[C:24](=[CH:25][C:26]([F:30])=[CH:27][CH:28]=2)[C:23]([CH2:11][C:10]2[CH:13]=[CH:14][CH:15]=[CH:16][C:9]=2[S:6]([C:2]2[S:1][CH:5]=[CH:4][CH:3]=2)(=[O:8])=[O:7])=[C:22]1[CH3:31]. (3) Given the reactants [CH3:1][O:2][C:3]1[C:8]2[S:9][C:10]3[CH:15]=[CH:14][CH:13]=[CH:12][C:11]=3[C:7]=2[CH:6]=[CH:5][CH:4]=1.[Br:16]Br.O, predict the reaction product. The product is: [Br:16][C:6]1[C:7]2[C:11]3[CH:12]=[CH:13][CH:14]=[CH:15][C:10]=3[S:9][C:8]=2[C:3]([O:2][CH3:1])=[CH:4][CH:5]=1.